This data is from Orexin1 receptor HTS with 218,158 compounds and 233 confirmed actives. The task is: Binary Classification. Given a drug SMILES string, predict its activity (active/inactive) in a high-throughput screening assay against a specified biological target. (1) The drug is O=C1CCC\C1=C/Nc1c(cc(O)cc1)C. The result is 0 (inactive). (2) The drug is Fc1c(N\N=C(\C(N2CCCCC2)=N)C#N)cccc1. The result is 0 (inactive).